This data is from Reaction yield outcomes from USPTO patents with 853,638 reactions. The task is: Predict the reaction yield, written as a fraction of the theoretical maximum amount of product (1.0 means a 100% yield; for example, 0.34 means a 34% yield). (1) The reactants are [F:1][C:2]1[CH:7]=[CH:6][C:5]([I:8])=[CH:4][C:3]=1[N:9]1[CH:14]=[C:13]([O:15][CH3:16])[C:12](=[O:17])[C:11]([C:18]([O:20]C)=[O:19])=[N:10]1.[OH-].[Na+].Cl. The catalyst is CO. The product is [F:1][C:2]1[CH:7]=[CH:6][C:5]([I:8])=[CH:4][C:3]=1[N:9]1[CH:14]=[C:13]([O:15][CH3:16])[C:12](=[O:17])[C:11]([C:18]([OH:20])=[O:19])=[N:10]1. The yield is 0.910. (2) The reactants are [N:1]([O-])=O.[Na+].[NH2:5][C:6]1[C:7]([OH:21])=[C:8]([C:12]2[CH:17]=[CH:16][CH:15]=[C:14]([C:18]([OH:20])=[O:19])[CH:13]=2)[CH:9]=[CH:10][CH:11]=1.[CH3:22][C:23]1[NH:24][N:25]([C:29]2[N:34]=[C:33]([C:35]([F:38])([F:37])[F:36])[CH:32]=[CH:31][N:30]=2)[C:26](=[O:28])[CH:27]=1.C(=O)([O-])O.[Na+]. The catalyst is Cl.C(O)C. The product is [CH3:22][C:23]1[C:27](=[N:1][NH:5][C:6]2[C:7]([OH:21])=[C:8]([C:12]3[CH:17]=[CH:16][CH:15]=[C:14]([C:18]([OH:20])=[O:19])[CH:13]=3)[CH:9]=[CH:10][CH:11]=2)[C:26](=[O:28])[N:25]([C:29]2[N:34]=[C:33]([C:35]([F:38])([F:36])[F:37])[CH:32]=[CH:31][N:30]=2)[N:24]=1. The yield is 0.190. (3) The reactants are C([O:8][N:9]1[C:15](=[O:16])[N:14]2[CH2:17][C@H:10]1[CH2:11][CH2:12][C@H:13]2[C:18]([NH:20][O:21][CH:22]1[CH2:27][N:26]([C:28]([O:30][C:31]([CH3:34])([CH3:33])[CH3:32])=[O:29])[CH2:25][C:24]2[N:35]([CH3:38])[N:36]=[CH:37][C:23]1=2)=[O:19])C1C=CC=CC=1. The catalyst is CO.[Pd]. The product is [OH:8][N:9]1[C:15](=[O:16])[N:14]2[CH2:17][C@H:10]1[CH2:11][CH2:12][C@H:13]2[C:18]([NH:20][O:21][CH:22]1[CH2:27][N:26]([C:28]([O:30][C:31]([CH3:33])([CH3:34])[CH3:32])=[O:29])[CH2:25][C:24]2[N:35]([CH3:38])[N:36]=[CH:37][C:23]1=2)=[O:19]. The yield is 0.940. (4) The reactants are S(=O)(=O)(O)O.[CH3:6][NH:7][C:8](=[O:47])[C@:9]([CH3:46])([N:20]([CH3:45])[C:21](=[O:44])[C:22]1[CH:27]=[CH:26][C:25]([C:28]#[C:29][C:30]2[CH:35]=[CH:34][C:33]([CH2:36][N:37]3[CH2:43][CH2:42][CH2:41][O:40][CH2:39][CH2:38]3)=[CH:32][CH:31]=2)=[CH:24][CH:23]=1)[C:10]([NH:12][O:13]C1CCCCO1)=[O:11].[OH-].[Na+].C(=O)([O-])O.[Na+].[Cl-].[Na+]. The catalyst is C(OCC)(=O)C.O.O1CCOCC1. The product is [OH:13][NH:12][C:10](=[O:11])[C@@:9]([CH3:46])([N:20]([CH3:45])[C:21](=[O:44])[C:22]1[CH:23]=[CH:24][C:25]([C:28]#[C:29][C:30]2[CH:35]=[CH:34][C:33]([CH2:36][N:37]3[CH2:43][CH2:42][CH2:41][O:40][CH2:39][CH2:38]3)=[CH:32][CH:31]=2)=[CH:26][CH:27]=1)[C:8]([NH:7][CH3:6])=[O:47]. The yield is 0.650. (5) The reactants are [NH2:1][CH:2]1[CH2:7][CH2:6][CH:5]([C:8]([OH:10])=[O:9])[CH2:4][CH2:3]1.N1C2C(=NC=CC=2)N([N:20]2[C:24](/[CH:25]=[C:26]3\[C:27](=[O:36])[NH:28][C:29]4[C:34]\3=[CH:33][C:32]([F:35])=[CH:31][CH:30]=4)=[C:23]([CH3:37])[C:22]([C:38]([O-])=[O:39])=[C:21]2[CH3:41])N=1.CCN(C(C)C)C(C)C. The catalyst is CN(C=O)C. The product is [F:35][C:32]1[CH:33]=[C:34]2[C:29](=[CH:30][CH:31]=1)[NH:28][C:27](=[O:36])/[C:26]/2=[CH:25]\[C:24]1[NH:20][C:21]([CH3:41])=[C:22]([C:38]([NH:1][CH:2]2[CH2:7][CH2:6][CH:5]([C:8]([OH:10])=[O:9])[CH2:4][CH2:3]2)=[O:39])[C:23]=1[CH3:37]. The yield is 0.885. (6) The reactants are [C:1]([N:5]1[C:9](=[O:10])[C:8](Cl)=[C:7]([C:12]2[CH:17]=[CH:16][CH:15]=[CH:14][CH:13]=2)[S:6]1(=[O:19])=[O:18])([CH3:4])([CH3:3])[CH3:2].Cl.Cl.[F:22][C:23]([F:38])([F:37])[C:24]1[CH:29]=[CH:28][N:27]=[C:26]([N:30]2[CH2:35][CH2:34][CH:33]([NH2:36])[CH2:32][CH2:31]2)[CH:25]=1. The catalyst is CN(C=O)C. The product is [C:1]([N:5]1[C:9](=[O:10])[C:8]([NH:36][CH:33]2[CH2:34][CH2:35][N:30]([C:26]3[CH:25]=[C:24]([C:23]([F:38])([F:37])[F:22])[CH:29]=[CH:28][N:27]=3)[CH2:31][CH2:32]2)=[C:7]([C:12]2[CH:17]=[CH:16][CH:15]=[CH:14][CH:13]=2)[S:6]1(=[O:19])=[O:18])([CH3:4])([CH3:3])[CH3:2]. The yield is 0.380. (7) The reactants are [CH3:1][C:2]1[CH:6]=[C:5]([N:7]2[N:11]=[N:10][C:9]([C:12]3[CH:17]=[CH:16][CH:15]=[CH:14][CH:13]=3)=[N:8]2)[S:4][C:3]=1[C:18]([OH:20])=O.ON1C2C=CC=CC=2N=N1.CN(C)CCCN=C=NCC.C(N(CC)C(C)C)(C)C.[CH2:51]([NH2:58])[C:52]1[CH:57]=[CH:56][CH:55]=[CH:54][CH:53]=1. The catalyst is CN(C)C=O.ClCCl. The product is [CH2:51]([NH:58][C:18]([C:3]1[S:4][C:5]([N:7]2[N:11]=[N:10][C:9]([C:12]3[CH:13]=[CH:14][CH:15]=[CH:16][CH:17]=3)=[N:8]2)=[CH:6][C:2]=1[CH3:1])=[O:20])[C:52]1[CH:57]=[CH:56][CH:55]=[CH:54][CH:53]=1. The yield is 0.100. (8) The reactants are [CH3:1][O:2][C:3]1[CH:4]=[C:5]([CH2:11][CH2:12][C:13]([OH:15])=O)[CH:6]=[CH:7][C:8]=1[O:9][CH3:10]. The catalyst is O. The product is [CH3:1][O:2][C:3]1[CH:4]=[C:5]2[C:6](=[CH:7][C:8]=1[O:9][CH3:10])[C:13](=[O:15])[CH2:12][CH2:11]2. The yield is 0.620.